Dataset: Reaction yield outcomes from USPTO patents with 853,638 reactions. Task: Predict the reaction yield, written as a fraction of the theoretical maximum amount of product (1.0 means a 100% yield; for example, 0.34 means a 34% yield). (1) The reactants are [I-].[CH3:2][S+](C)(C)=O.[H-].[Na+].[F:9][C:10]1[CH:11]=[C:12]2[C:16](=[CH:17][CH:18]=1)[NH:15][C:14](=[O:19])/[C:13]/2=[CH:20]\[C:21]1[CH:29]=[C:28]2[C:24]([C:25]([I:30])=[N:26][NH:27]2)=[CH:23][CH:22]=1. The catalyst is C1COCC1. The product is [F:9][C:10]1[CH:11]=[C:12]2[C:16](=[CH:17][CH:18]=1)[NH:15][C:14](=[O:19])[C@:13]12[CH2:2][C@H:20]1[C:21]1[CH:29]=[C:28]2[C:24]([C:25]([I:30])=[N:26][NH:27]2)=[CH:23][CH:22]=1. The yield is 0.540. (2) The product is [F:10][C:11]1[CH:19]=[CH:18][CH:17]=[CH:16][C:12]=1[C:13]([NH:1][C:2]1[S:3][CH:4]=[CH:5][C:6]=1[C:7]([NH2:9])=[O:8])=[O:14]. The yield is 0.770. The catalyst is N1C=CC=CC=1. The reactants are [NH2:1][C:2]1[S:3][CH:4]=[CH:5][C:6]=1[C:7]([NH2:9])=[O:8].[F:10][C:11]1[CH:19]=[CH:18][CH:17]=[CH:16][C:12]=1[C:13](Cl)=[O:14]. (3) The reactants are [O:1]1[CH2:6][CH2:5][CH2:4][CH2:3][CH:2]1[N:7]1[CH:11]=[C:10](B2OC(C)(C)C(C)(C)O2)[CH:9]=[N:8]1.Br[C:22]1[CH:23]=[C:24]2[C:28](=[CH:29][CH:30]=1)[N:27]([CH2:31][CH:32]1[CH2:37][CH2:36][N:35]([C:38]([O:40][CH2:41][C:42]3[CH:47]=[CH:46][CH:45]=[CH:44][CH:43]=3)=[O:39])[CH2:34][CH2:33]1)[CH:26]=[CH:25]2.C(=O)([O-])[O-].[K+].[K+].ClCCl. The catalyst is CN(C=O)C.O. The product is [O:1]1[CH2:6][CH2:5][CH2:4][CH2:3][CH:2]1[N:7]1[CH:11]=[CH:10][C:9]([C:22]2[CH:23]=[C:24]3[C:28](=[CH:29][CH:30]=2)[N:27]([CH2:31][CH:32]2[CH2:33][CH2:34][N:35]([C:38]([O:40][CH2:41][C:42]4[CH:47]=[CH:46][CH:45]=[CH:44][CH:43]=4)=[O:39])[CH2:36][CH2:37]2)[CH:26]=[CH:25]3)=[N:8]1. The yield is 0.570. (4) The reactants are [O:1]1[CH:5]=[CH:4][CH:3]=[C:2]1[C:6]1[N:7]=[C:8]([NH:21][C:22](=[O:28])[O:23][C:24]([CH3:27])([CH3:26])[CH3:25])[S:9][C:10]=1[CH:11]([OH:20])[C:12]1[CH:17]=[CH:16][C:15]([O:18][CH3:19])=[CH:14][N:13]=1.CO. The catalyst is ClCCl. The product is [O:1]1[CH:5]=[CH:4][CH:3]=[C:2]1[C:6]1[N:7]=[C:8]([NH:21][C:22](=[O:28])[O:23][C:24]([CH3:26])([CH3:25])[CH3:27])[S:9][C:10]=1[C:11]([C:12]1[CH:17]=[CH:16][C:15]([O:18][CH3:19])=[CH:14][N:13]=1)=[O:20]. The yield is 0.910. (5) The yield is 0.810. The reactants are [C:1]([O:4][CH2:5][CH2:6][CH2:7][C:8]1[CH:13]=[C:12]([Br:14])[CH:11]=[CH:10][C:9]=1[S:15](Cl)(=[O:17])=[O:16])(=[O:3])[CH3:2].[C:19]([NH2:23])([CH3:22])([CH3:21])[CH3:20]. The product is [C:1]([O:4][CH2:5][CH2:6][CH2:7][C:8]1[CH:13]=[C:12]([Br:14])[CH:11]=[CH:10][C:9]=1[S:15](=[O:17])(=[O:16])[NH:23][C:19]([CH3:22])([CH3:21])[CH3:20])(=[O:3])[CH3:2]. The catalyst is C(Cl)Cl. (6) The reactants are [C:1]([C:3]1[CH:8]=[CH:7][C:6]([CH:9]2[CH2:14][CH2:13][N:12]([C:15]([C:17]3[CH:18]=[CH:19][C:20]([CH3:26])=[C:21]([CH:25]=3)[C:22](O)=[O:23])=[O:16])[CH2:11][CH2:10]2)=[CH:5][CH:4]=1)#[N:2].CN(C(ON1N=NC2C=CC=CC1=2)=[N+](C)C)C.F[P-](F)(F)(F)(F)F.[N:51]1([C:56]2[N:61]=[CH:60][C:59]([NH2:62])=[CH:58][CH:57]=2)[CH2:55][CH2:54][CH2:53][CH2:52]1.CCN(C(C)C)C(C)C. The catalyst is CN(C=O)C.CCOC(C)=O.CC#N.O. The product is [C:1]([C:3]1[CH:4]=[CH:5][C:6]([CH:9]2[CH2:10][CH2:11][N:12]([C:15]([C:17]3[CH:18]=[CH:19][C:20]([CH3:26])=[C:21]([CH:25]=3)[C:22]([NH:62][C:59]3[CH:60]=[N:61][C:56]([N:51]4[CH2:55][CH2:54][CH2:53][CH2:52]4)=[CH:57][CH:58]=3)=[O:23])=[O:16])[CH2:13][CH2:14]2)=[CH:7][CH:8]=1)#[N:2]. The yield is 0.0700. (7) The reactants are C([O-])([O-])=O.[K+].[K+].Br[C:8]1[C:15]([OH:16])=[C:14]([O:17][CH3:18])[CH:13]=[CH:12][C:9]=1[CH:10]=[O:11].[C:19]([Si:23]([CH3:66])([CH3:65])[O:24][C:25]1[CH:30]=[CH:29][C:28](B2OB([C:28]3[CH:29]=[CH:30][C:25]([O:24][Si:23]([C:19]([CH3:22])([CH3:21])[CH3:20])([CH3:66])[CH3:65])=[CH:26][CH:27]=3)OB([C:28]3[CH:29]=[CH:30][C:25]([O:24][Si:23]([C:19]([CH3:22])([CH3:21])[CH3:20])([CH3:66])[CH3:65])=[CH:26][CH:27]=3)O2)=[CH:27][CH:26]=1)([CH3:22])([CH3:21])[CH3:20].C(C1C=C(C)C=C(C(C)(C)C)C=1O)(C)(C)C. The catalyst is O1CCOCC1.C1C=CC(/C=C/C(/C=C/C2C=CC=CC=2)=O)=CC=1.C1C=CC(/C=C/C(/C=C/C2C=CC=CC=2)=O)=CC=1.C1C=CC(/C=C/C(/C=C/C2C=CC=CC=2)=O)=CC=1.[Pd].[Pd].C1(P(C2CCCCC2)C2CCCCC2)CCCCC1.O. The product is [C:19]([Si:23]([CH3:66])([CH3:65])[O:24][C:25]1[CH:30]=[CH:29][C:28]([C:8]2[C:9]([CH:10]=[O:11])=[CH:12][CH:13]=[C:14]([O:17][CH3:18])[C:15]=2[OH:16])=[CH:27][CH:26]=1)([CH3:22])([CH3:21])[CH3:20]. The yield is 0.990. (8) The reactants are [F:1][C:2]([F:19])([F:18])[C:3]([N:5]1[CH2:10][CH2:9][N:8]([C:11]([O:13][C:14]([CH3:17])([CH3:16])[CH3:15])=[O:12])[CH2:7][CH2:6]1)=O.Cl.[OH-].[Na+]. The catalyst is O1CCCC1.C(OCC)(=O)C. The product is [F:19][C:2]([F:1])([F:18])[CH2:3][N:5]1[CH2:6][CH2:7][N:8]([C:11]([O:13][C:14]([CH3:15])([CH3:16])[CH3:17])=[O:12])[CH2:9][CH2:10]1. The yield is 0.730. (9) The reactants are Br[CH2:2][CH2:3][CH2:4][CH2:5][C:6]#[C:7][C:8]1[CH:13]=[CH:12][CH:11]=[CH:10][N:9]=1.[NH:14]1[C:22]2[C:17](=[CH:18][CH:19]=[CH:20][CH:21]=2)[CH:16]=[N:15]1. The catalyst is C1CCCCC1.CCOC(C)=O. The product is [N:9]1[CH:10]=[CH:11][CH:12]=[CH:13][C:8]=1[C:7]#[C:6][CH2:5][CH2:4][CH2:3][CH2:2][N:15]1[CH:16]=[C:17]2[C:22]([CH:21]=[CH:20][CH:19]=[CH:18]2)=[N:14]1. The yield is 0.0900.